Dataset: Forward reaction prediction with 1.9M reactions from USPTO patents (1976-2016). Task: Predict the product of the given reaction. (1) Given the reactants C[Si](C)(C)[N-][Si](C)(C)C.[Na+].C1(C)C=CC=CC=1.[CH:18]1([CH2:24][CH2:25][C:26]([N:28]2[C@@H:32]([CH:33]([CH3:35])[CH3:34])[CH2:31][O:30][C:29]2=[O:36])=[O:27])[CH2:23][CH2:22][CH2:21][CH2:20][CH2:19]1.[C:37]([O:41][C:42](=[O:45])[CH2:43]Br)([CH3:40])([CH3:39])[CH3:38], predict the reaction product. The product is: [CH:18]1([CH2:24][CH:25]([C:26]([N:28]2[CH:32]([CH:33]([CH3:34])[CH3:35])[CH2:31][O:30][C:29]2=[O:36])=[O:27])[CH2:43][C:42]([O:41][C:37]([CH3:40])([CH3:39])[CH3:38])=[O:45])[CH2:19][CH2:20][CH2:21][CH2:22][CH2:23]1. (2) Given the reactants N#N.[C:3]1([CH3:11])[CH:8]=[CH:7][C:6]([C:9]#[N:10])=[CH:5][CH:4]=1.[CH3:12][CH2:13][Mg+].[Br-].B(F)(F)F.CCOCC.Cl.[OH-].[Na+], predict the reaction product. The product is: [C:3]1([CH3:11])[CH:8]=[CH:7][C:6]([C:9]2([NH2:10])[CH2:13][CH2:12]2)=[CH:5][CH:4]=1.